Dataset: Forward reaction prediction with 1.9M reactions from USPTO patents (1976-2016). Task: Predict the product of the given reaction. (1) Given the reactants [Br:1][C:2]1[CH:3]=[C:4]([CH3:10])[C:5]([CH3:9])=[C:6]([CH:8]=1)N.N([O-])=O.[Na+].N1C=CC=CC=1.[FH:21], predict the reaction product. The product is: [Br:1][C:2]1[CH:3]=[C:4]([CH3:10])[C:5]([CH3:9])=[C:6]([F:21])[CH:8]=1. (2) Given the reactants [CH2:1]([C:8]1[S:12][C:11]([NH2:13])=[N:10][C:9]=1[C:14]1[CH:19]=[CH:18][CH:17]=[CH:16][CH:15]=1)[C:2]1[CH:7]=[CH:6][CH:5]=[CH:4][CH:3]=1.[O:20]1[C:26]2[CH:27]=[CH:28][C:29]([C:31](=[O:37])[CH2:32][CH2:33][C:34](O)=[O:35])=[CH:30][C:25]=2[O:24][CH2:23][CH2:22][CH2:21]1.CCN=C=NCCCN(C)C.C1C=CC2N(O)N=NC=2C=1, predict the reaction product. The product is: [CH2:1]([C:8]1[S:12][C:11]([NH:13][C:34](=[O:35])[CH2:33][CH2:32][C:31]([C:29]2[CH:28]=[CH:27][C:26]3[O:20][CH2:21][CH2:22][CH2:23][O:24][C:25]=3[CH:30]=2)=[O:37])=[N:10][C:9]=1[C:14]1[CH:19]=[CH:18][CH:17]=[CH:16][CH:15]=1)[C:2]1[CH:3]=[CH:4][CH:5]=[CH:6][CH:7]=1. (3) Given the reactants [H-].[Na+].[NH2:3][C:4]1[CH:5]=[N:6][CH:7]=[N:8][CH:9]=1.Cl[C:11]1[CH:20]=[CH:19][C:18]2[C:13](=[C:14]([C:21]3[NH:29][C:28]4[CH2:27][CH2:26][NH:25][C:24](=[O:30])[C:23]=4[CH:22]=3)[CH:15]=[CH:16][CH:17]=2)[N:12]=1.C(O)(C(F)(F)F)=O, predict the reaction product. The product is: [N:6]1[CH:5]=[C:4]([NH:3][C:11]2[CH:20]=[CH:19][C:18]3[C:13](=[C:14]([C:21]4[NH:29][C:28]5[CH2:27][CH2:26][NH:25][C:24](=[O:30])[C:23]=5[CH:22]=4)[CH:15]=[CH:16][CH:17]=3)[N:12]=2)[CH:9]=[N:8][CH:7]=1. (4) Given the reactants Cl.[Cl:2][C:3]1[CH:8]=[CH:7][C:6]([CH:9]2[CH2:14][CH2:13][CH2:12][NH:11][CH2:10]2)=[C:5]([CH3:15])[CH:4]=1.[CH3:16][N:17]1[CH:21]=[C:20]([C:22](O)=[O:23])[C:19]([CH3:25])=[N:18]1.Cl.C(N=C=NCCCN(C)C)C.O.ON1C2C=CC=CC=2N=N1.C(N(CC)CC)C, predict the reaction product. The product is: [Cl:2][C:3]1[CH:8]=[CH:7][C:6]([CH:9]2[CH2:14][CH2:13][CH2:12][N:11]([C:22]([C:20]3[C:19]([CH3:25])=[N:18][N:17]([CH3:16])[CH:21]=3)=[O:23])[CH2:10]2)=[C:5]([CH3:15])[CH:4]=1. (5) The product is: [C:86]([O:69][C:32]([NH:34][C@@H:35]([CH2:54][C:13]1[CH:14]=[C:15]([F:20])[CH:16]=[C:17]([F:19])[CH:18]=1)[CH2:36][NH:37][C@H:38]([C:40]([NH:42][C@H:43]([C:47]([NH:49][CH2:50][CH:51]([CH3:52])[CH3:53])=[O:48])[CH:44]([CH3:45])[CH3:46])=[O:41])[CH3:39])=[O:33])([CH3:92])([CH3:91])[CH3:87]. Given the reactants COC(=O)[C@H](C)N([C:13]1[CH:18]=[C:17]([F:19])[CH:16]=[C:15]([F:20])[CH:14]=1)C(OC(C)(C)C)=O.C(N(CCC)C(C1C=C(C=CC=1)[C:32]([NH:34][C@@H:35]([CH2:54]C1C=CC=CC=1)[CH2:36][NH:37][C@H:38]([C:40]([NH:42][C@H:43]([C:47]([NH:49][CH2:50][CH:51]([CH3:53])[CH3:52])=[O:48])[CH:44]([CH3:46])[CH3:45])=[O:41])[CH3:39])=[O:33])=O)CC.C(O[BH-](OC(=O)C)OC(=O)C)(=[O:69])C.[Na+].C1COCC1.[C:86]1([CH3:92])[CH:91]=CC=C[CH:87]=1, predict the reaction product. (6) Given the reactants [NH2:1][C:2]1[CH:12]=[CH:11][C:5]2[NH:6][C:7](=[O:10])[CH2:8][O:9][C:4]=2[CH:3]=1.CN(C)C=O.[C:18](N1C=CN=C1)(N1C=CN=C1)=[S:19].[N:30](=[C:32]([C:34]1[C:38]([OH:39])=[C:37]([C:40]2[CH:45]=[CH:44][C:43]([C:46]([F:49])([F:48])[F:47])=[CH:42][CH:41]=2)[N:36]([CH3:50])[N:35]=1)[CH3:33])[NH2:31], predict the reaction product. The product is: [OH:39][C:38]1[C:34]([C:32](=[N:30][NH:31][C:18](=[S:19])[NH:1][C:2]2[CH:12]=[CH:11][C:5]3[NH:6][C:7](=[O:10])[CH2:8][O:9][C:4]=3[CH:3]=2)[CH3:33])=[N:35][N:36]([CH3:50])[C:37]=1[C:40]1[CH:41]=[CH:42][C:43]([C:46]([F:49])([F:48])[F:47])=[CH:44][CH:45]=1. (7) Given the reactants [CH3:1][CH:2]([CH2:15][CH2:16][CH2:17][CH:18]([CH3:20])[CH3:19])[CH2:3][CH2:4][O:5][C:6]1[CH:14]=[CH:13][C:9]([C:10](O)=[O:11])=[CH:8][CH:7]=1.S(Cl)([Cl:23])=O, predict the reaction product. The product is: [CH3:1][CH:2]([CH2:15][CH2:16][CH2:17][CH:18]([CH3:20])[CH3:19])[CH2:3][CH2:4][O:5][C:6]1[CH:14]=[CH:13][C:9]([C:10]([Cl:23])=[O:11])=[CH:8][CH:7]=1.